Predict the reactants needed to synthesize the given product. From a dataset of Full USPTO retrosynthesis dataset with 1.9M reactions from patents (1976-2016). (1) Given the product [F:23][C:24]1[CH:33]=[CH:32][C:27]([C:28]2[N:29]=[C:20]([CH:16]3[CH2:17][CH2:18][CH2:19][CH:14]([NH:13][C@@H:11]([C:1]4[C:10]5[C:5](=[CH:6][CH:7]=[CH:8][CH:9]=5)[CH:4]=[CH:3][CH:2]=4)[CH3:12])[CH2:15]3)[O:31][N:30]=2)=[CH:26][CH:25]=1, predict the reactants needed to synthesize it. The reactants are: [C:1]1([C@H:11]([NH:13][CH:14]2[CH2:19][CH2:18][CH2:17][CH:16]([C:20](O)=O)[CH2:15]2)[CH3:12])[C:10]2[C:5](=[CH:6][CH:7]=[CH:8][CH:9]=2)[CH:4]=[CH:3][CH:2]=1.[F:23][C:24]1[CH:33]=[CH:32][C:27]([C:28]([NH:30][OH:31])=[NH:29])=[CH:26][CH:25]=1. (2) Given the product [CH2:16]([O:7][C:6](=[O:8])[C:5]1[CH:9]=[CH:10][C:2]([Cl:1])=[C:3]([O:11][C:12]([F:14])([F:13])[F:15])[CH:4]=1)[CH3:17], predict the reactants needed to synthesize it. The reactants are: [Cl:1][C:2]1[CH:10]=[CH:9][C:5]([C:6]([OH:8])=[O:7])=[CH:4][C:3]=1[O:11][C:12]([F:15])([F:14])[F:13].[CH2:16](OC(=O)C1C=CC(Br)=C(C(F)(F)F)C=1)[CH3:17].